From a dataset of Full USPTO retrosynthesis dataset with 1.9M reactions from patents (1976-2016). Predict the reactants needed to synthesize the given product. (1) Given the product [I:3][C:4]1[CH:9]=[CH:8][C:7]([O:10][C:12]2[N:17]=[C:16]([O:18][CH3:19])[CH:15]=[CH:14][N:13]=2)=[CH:6][CH:5]=1, predict the reactants needed to synthesize it. The reactants are: [H-].[Na+].[I:3][C:4]1[CH:9]=[CH:8][C:7]([OH:10])=[CH:6][CH:5]=1.Cl[C:12]1[N:17]=[C:16]([O:18][CH3:19])[CH:15]=[CH:14][N:13]=1.O. (2) Given the product [CH3:17][O:18][CH2:19][C:20]([CH:6]1[C:7](=[O:8])[O:9][C:2]([CH3:10])([CH3:1])[O:3][C:4]1=[O:5])=[O:21], predict the reactants needed to synthesize it. The reactants are: [CH3:1][C:2]1([CH3:10])[O:9][C:7](=[O:8])[CH2:6][C:4](=[O:5])[O:3]1.N1C=CC=CC=1.[CH3:17][O:18][CH2:19][C:20](Cl)=[O:21]. (3) Given the product [Cl:1][C:2]1[CH:7]=[CH:6][CH:5]=[C:4]([F:8])[C:3]=1[C:9]1[NH:29][C:12]2[C:11]([CH:10]=1)=[CH:16][C:15]([C:17]1[N:21]([CH3:22])[N:20]=[C:19]([C:23]3[CH:28]=[CH:27][CH:26]=[CH:25][N:24]=3)[N:18]=1)=[CH:14][CH:13]=2, predict the reactants needed to synthesize it. The reactants are: [Cl:1][C:2]1[CH:7]=[CH:6][CH:5]=[C:4]([F:8])[C:3]=1[C:9](=O)[CH2:10][C:11]1[CH:16]=[C:15]([C:17]2[N:21]([CH3:22])[N:20]=[C:19]([C:23]3[CH:28]=[CH:27][CH:26]=[CH:25][N:24]=3)[N:18]=2)[CH:14]=[CH:13][C:12]=1[N+:29]([O-])=O. (4) Given the product [NH2:19][C:16]1[CH:17]=[CH:18][C:11]2[CH2:10][CH2:9][N:8]([C:6]([O:5][C:1]([CH3:2])([CH3:4])[CH3:3])=[O:7])[CH2:14][CH2:13][C:12]=2[CH:15]=1, predict the reactants needed to synthesize it. The reactants are: [C:1]([O:5][C:6]([N:8]1[CH2:14][CH2:13][C:12]2[CH:15]=[C:16]([N+:19]([O-])=O)[CH:17]=[CH:18][C:11]=2[CH2:10][CH2:9]1)=[O:7])([CH3:4])([CH3:3])[CH3:2].[H][H]. (5) Given the product [CH3:30][O:31][C:32]1[CH:39]=[CH:38][C:35]([CH2:36][N:28]([CH3:29])[CH:25]2[CH2:26][CH2:27][N:22]([C:20](=[O:21])/[CH:19]=[CH:18]/[C:9]3[CH:10]=[CH:11][C:12]([C:14]([F:15])([F:16])[F:17])=[CH:13][C:8]=3[CH2:7][N:5]3[N:4]=[N:3][C:2]([CH3:1])=[N:6]3)[CH2:23][CH2:24]2)=[CH:34][CH:33]=1, predict the reactants needed to synthesize it. The reactants are: [CH3:1][C:2]1[N:3]=[N:4][N:5]([CH2:7][C:8]2[CH:13]=[C:12]([C:14]([F:17])([F:16])[F:15])[CH:11]=[CH:10][C:9]=2/[CH:18]=[CH:19]/[C:20]([N:22]2[CH2:27][CH2:26][CH:25]([NH:28][CH3:29])[CH2:24][CH2:23]2)=[O:21])[N:6]=1.[CH3:30][O:31][C:32]1[CH:39]=[CH:38][C:35]([CH:36]=O)=[CH:34][CH:33]=1. (6) Given the product [CH3:1][CH:2]1[CH2:11][CH:10]([NH:12][CH2:13][C:14]#[CH:15])[C:9]2[C:4](=[CH:5][CH:6]=[CH:7][CH:8]=2)[N:3]1[C:16]([C:18]1[CH:23]=[CH:22][CH:21]=[CH:20][CH:19]=1)=[O:17], predict the reactants needed to synthesize it. The reactants are: [CH3:1][CH:2]1[CH2:11][C:10](=[N:12][CH2:13][C:14]#[CH:15])[C:9]2[C:4](=[CH:5][CH:6]=[CH:7][CH:8]=2)[N:3]1[C:16]([C:18]1[CH:23]=[CH:22][CH:21]=[CH:20][CH:19]=1)=[O:17].O.